Dataset: Catalyst prediction with 721,799 reactions and 888 catalyst types from USPTO. Task: Predict which catalyst facilitates the given reaction. (1) Reactant: [Cl:1][C:2]1[N:7]=[CH:6][C:5]2[CH:8]=[N:9][NH:10][C:4]=2[CH:3]=1.[OH-].[K+].[I:13]I. Product: [Cl:1][C:2]1[N:7]=[CH:6][C:5]2[C:8]([I:13])=[N:9][NH:10][C:4]=2[CH:3]=1. The catalyst class is: 3. (2) Reactant: [F:1][C:2]([C:5]1[NH:9][N:8]=[N:7][N:6]=1)([F:4])[F:3].C([O-])([O-])=O.[Cs+].[Cs+].[Cl:16][C:17]1[CH:22]=[C:21]([Cl:23])[CH:20]=[CH:19][C:18]=1[C:24](=[O:27])[CH2:25]Cl. Product: [Cl:16][C:17]1[CH:22]=[C:21]([Cl:23])[CH:20]=[CH:19][C:18]=1[C:24](=[O:27])[CH2:25][N:6]1[C:5]([C:2]([F:4])([F:3])[F:1])=[N:9][N:8]=[N:7]1. The catalyst class is: 3.